Dataset: Cav3 T-type calcium channel HTS with 100,875 compounds. Task: Binary Classification. Given a drug SMILES string, predict its activity (active/inactive) in a high-throughput screening assay against a specified biological target. (1) The compound is S(Cc1[nH]nc2OC(N)=C(C(c12)c1ccccc1)C#N)c1nc(cc(c1C#N)C)C. The result is 0 (inactive). (2) The result is 0 (inactive). The drug is S(c1n(c(nn1)c1ccccc1)c1ccccc1)CC(=O)c1oc(cc1)C.